Dataset: Forward reaction prediction with 1.9M reactions from USPTO patents (1976-2016). Task: Predict the product of the given reaction. (1) Given the reactants C([O:9][CH2:10][CH:11]([CH:24]([CH3:26])[CH3:25])[CH2:12][O:13][C:14]1[CH:23]=[CH:22][C:17]([C:18]([O:20][CH3:21])=[O:19])=[CH:16][CH:15]=1)(=O)C1C=CC=CC=1.C(=O)([O-])[O-].[K+].[K+].CO, predict the reaction product. The product is: [OH:9][CH2:10][CH:11]([CH:24]([CH3:26])[CH3:25])[CH2:12][O:13][C:14]1[CH:23]=[CH:22][C:17]([C:18]([O:20][CH3:21])=[O:19])=[CH:16][CH:15]=1. (2) Given the reactants Cl.[CH3:2][O:3][C:4](=[O:11])[CH2:5][CH2:6][CH2:7][CH2:8][CH2:9][NH2:10].C(N(CC)CC)C.C(Cl)Cl.[C:22]([N:30]=[C:31]=[O:32])(=[O:29])[C:23]1[CH:28]=[CH:27][CH:26]=[CH:25][CH:24]=1, predict the reaction product. The product is: [CH3:2][O:3][C:4](=[O:11])[CH2:5][CH2:6][CH2:7][CH2:8][CH2:9][NH:10][C:31]([NH:30][C:22](=[O:29])[C:23]1[CH:24]=[CH:25][CH:26]=[CH:27][CH:28]=1)=[O:32]. (3) Given the reactants [CH2:1]([O:8][C:9]1[CH:10]=[C:11]([CH:14]=[CH:15][C:16]=1[N:17]1[CH2:21][C:20](=[O:22])[N:19]([CH2:23][CH2:24][Si:25]([CH3:28])([CH3:27])[CH3:26])[S:18]1(=[O:30])=[O:29])[CH:12]=[O:13])[C:2]1[CH:7]=[CH:6][CH:5]=[CH:4][CH:3]=1.C([SiH](CC)CC)C, predict the reaction product. The product is: [CH2:1]([O:8][C:9]1[CH:10]=[C:11]([CH2:12][OH:13])[CH:14]=[CH:15][C:16]=1[N:17]1[S:18](=[O:30])(=[O:29])[N:19]([CH2:23][CH2:24][Si:25]([CH3:27])([CH3:26])[CH3:28])[C:20](=[O:22])[CH2:21]1)[C:2]1[CH:3]=[CH:4][CH:5]=[CH:6][CH:7]=1.